Dataset: Full USPTO retrosynthesis dataset with 1.9M reactions from patents (1976-2016). Task: Predict the reactants needed to synthesize the given product. (1) Given the product [Cl:1][C:2]1[CH:7]=[CH:6][C:5]([S:8]([N:11]2[CH2:17][CH2:16][CH2:15][CH2:14][C:13]3[CH:18]=[CH:19][CH:20]=[CH:21][C:12]2=3)(=[O:9])=[O:10])=[CH:4][C:3]=1[N:22]1[C:23](=[O:28])[CH:24]=[C:25]([CH3:26])[N:27]=[C:29]1[CH3:30], predict the reactants needed to synthesize it. The reactants are: [Cl:1][C:2]1[CH:7]=[CH:6][C:5]([S:8]([N:11]2[CH2:17][CH2:16][CH2:15][CH2:14][C:13]3[CH:18]=[CH:19][CH:20]=[CH:21][C:12]2=3)(=[O:10])=[O:9])=[CH:4][C:3]=1[NH:22][C:23](=[O:28])[CH2:24][C:25](=[NH:27])[CH3:26].[C:29](OC(=O)C)(=O)[CH3:30]. (2) Given the product [NH2:15][C:12]1[CH:13]=[CH:14][C:9]([C:8]([N:6]2[CH2:5][CH2:4][N:3]([C:21]([C:23]3[N:27]=[CH:26][N:25]([C:28]4[CH:33]=[CH:32][CH:31]=[CH:30][CH:29]=4)[N:24]=3)=[O:22])[C:2]([CH3:34])([CH3:1])[CH2:7]2)=[O:20])=[CH:10][C:11]=1[NH:18][CH3:19], predict the reactants needed to synthesize it. The reactants are: [CH3:1][C:2]1([CH3:34])[CH2:7][N:6]([C:8](=[O:20])[C:9]2[CH:14]=[CH:13][C:12]([N+:15]([O-])=O)=[C:11]([NH:18][CH3:19])[CH:10]=2)[CH2:5][CH2:4][N:3]1[C:21]([C:23]1[N:27]=[CH:26][N:25]([C:28]2[CH:33]=[CH:32][CH:31]=[CH:30][CH:29]=2)[N:24]=1)=[O:22]. (3) Given the product [C:4]1([CH2:1][CH:2]=[N+:10]=[N-:11])[CH:9]=[CH:8][CH:7]=[CH:6][CH:5]=1, predict the reactants needed to synthesize it. The reactants are: [C:1]([C:4]1[CH:9]=[CH:8][CH:7]=[CH:6][CH:5]=1)(=O)[CH3:2].[NH2:10][NH2:11]. (4) Given the product [O:1]=[C:2]([C:11]1[CH:20]=[CH:19][C:14]2[NH:15][C:16](=[O:18])[NH:17][C:13]=2[CH:12]=1)[CH2:3][S:4][CH2:5][CH2:6][C:7]([OH:9])=[O:8], predict the reactants needed to synthesize it. The reactants are: [O:1]=[C:2]([C:11]1[CH:20]=[CH:19][C:14]2[NH:15][C:16](=[O:18])[NH:17][C:13]=2[CH:12]=1)[CH2:3][S:4][CH2:5][CH2:6][C:7]([O:9]C)=[O:8].[OH-].[Na+]. (5) Given the product [O:37]1[CH:42]=[N:40][N:41]=[C:36]1[CH2:35][O:34][C@H:31]1[CH2:32][CH2:33][C@H:28]([N:18]2[C:17](=[O:39])[C:16]([CH2:15][C:12]3[CH:13]=[CH:14][C:9]([C:4]4[C:3]([C:1]#[N:2])=[CH:8][CH:7]=[CH:6][CH:5]=4)=[CH:10][CH:11]=3)=[C:21]([CH2:22][CH2:23][CH3:24])[N:20]3[N:25]=[CH:26][N:27]=[C:19]23)[CH2:29][CH2:30]1, predict the reactants needed to synthesize it. The reactants are: [C:1]([C:3]1[CH:8]=[CH:7][CH:6]=[CH:5][C:4]=1[C:9]1[CH:14]=[CH:13][C:12]([CH2:15][C:16]2[C:17](=[O:39])[N:18]([C@H:28]3[CH2:33][CH2:32][C@H:31]([O:34][CH2:35][C:36](O)=[O:37])[CH2:30][CH2:29]3)[C:19]3[N:20]([N:25]=[CH:26][N:27]=3)[C:21]=2[CH2:22][CH2:23][CH3:24])=[CH:11][CH:10]=1)#[N:2].[NH:40]([C:42](OC(C)(C)C)=O)[NH2:41].Cl.C(N=C=NCCCN(C)C)C.ON1C2C=CC=CC=2N=N1. (6) Given the product [I:19][C:2]1[CH:10]=[CH:9][C:5]([C:6]([OH:8])=[O:7])=[CH:4][C:3]=1[C:11]([F:14])([F:13])[F:12], predict the reactants needed to synthesize it. The reactants are: N[C:2]1[CH:10]=[CH:9][C:5]([C:6]([OH:8])=[O:7])=[CH:4][C:3]=1[C:11]([F:14])([F:13])[F:12].N([O-])=O.[Na+].[I-:19].[K+]. (7) Given the product [Cl:17][C:4]1[CH:3]=[C:2]([C:24]2[CH:23]=[CH:22][C:21]([O:20][C:19]([F:18])([F:30])[F:31])=[CH:26][CH:25]=2)[C:10]2[N:9]3[CH2:11][CH2:12][NH:13][C:14](=[O:15])[C:8]3=[C:7]([CH3:16])[C:6]=2[CH:5]=1, predict the reactants needed to synthesize it. The reactants are: Br[C:2]1[C:10]2[N:9]3[CH2:11][CH2:12][NH:13][C:14](=[O:15])[C:8]3=[C:7]([CH3:16])[C:6]=2[CH:5]=[C:4]([Cl:17])[CH:3]=1.[F:18][C:19]([F:31])([F:30])[O:20][C:21]1[CH:26]=[CH:25][C:24](B(O)O)=[CH:23][CH:22]=1. (8) Given the product [OH:28][C@H:13]1[C@H:12](/[CH:11]=[CH:10]/[C@H:9]([OH:8])[CH2:29][CH2:30][CH2:31][CH2:32][CH3:33])[C@@H:19]2[C@@H:15]([CH:16]=[C:17]([CH2:20][CH2:21][CH2:22][CH2:23][C:24]([O:26][CH3:27])=[O:25])[CH2:18]2)[CH2:14]1.[OH:28][C@@H:13]1[C@@H:12](/[CH:11]=[CH:10]/[C@H:9]([OH:8])[CH2:29][CH2:30][CH2:31][CH2:32][CH3:33])[C@H:19]2[C@H:15]([CH:16]=[C:17]([CH2:20][CH2:21][CH2:22][CH2:23][C:24]([O:26][CH3:27])=[O:25])[CH2:18]2)[CH2:14]1, predict the reactants needed to synthesize it. The reactants are: [Si]([O:8][C@H:9]([CH2:29][CH2:30][CH2:31][CH2:32][CH3:33])/[CH:10]=[CH:11]/[C@@H:12]1[C@@H:19]2[C@@H:15]([CH:16]=[C:17]([CH2:20][CH2:21][CH2:22][CH2:23][C:24]([O:26][CH3:27])=[O:25])[CH2:18]2)[CH2:14][C@H:13]1[OH:28])(C(C)(C)C)(C)C.C([O-])(=O)CCCC.CCCC[N+](CCCC)(CCCC)CCCC.[F-].C(O[Si](C)(C)C)C.